This data is from Full USPTO retrosynthesis dataset with 1.9M reactions from patents (1976-2016). The task is: Predict the reactants needed to synthesize the given product. (1) Given the product [F:38][C:39]([F:44])([F:43])[C:40]([OH:42])=[O:41].[CH2:28]([NH:32][C:33]([NH:23][C:22]1[CH:21]=[CH:20][C:19]([O:18][C:17]2[CH:26]=[CH:27][C:14]([C:12]3[N:13]=[C:9]([CH2:8][O:1][C:2]4[CH:7]=[CH:6][CH:5]=[CH:4][CH:3]=4)[NH:10][CH:11]=3)=[CH:15][CH:16]=2)=[CH:25][CH:24]=1)=[O:34])[CH2:29][CH2:30][CH3:31], predict the reactants needed to synthesize it. The reactants are: [O:1]([CH2:8][C:9]1[NH:10][CH:11]=[C:12]([C:14]2[CH:27]=[CH:26][C:17]([O:18][C:19]3[CH:25]=[CH:24][C:22]([NH2:23])=[CH:21][CH:20]=3)=[CH:16][CH:15]=2)[N:13]=1)[C:2]1[CH:7]=[CH:6][CH:5]=[CH:4][CH:3]=1.[CH2:28]([N:32]=[C:33]=[O:34])[CH2:29][CH2:30][CH3:31].C(#N)C.[F:38][C:39]([F:44])([F:43])[C:40]([OH:42])=[O:41]. (2) Given the product [O:1]=[S:2]1(=[O:28])[C:7]2[CH:8]=[CH:9][CH:10]=[CH:11][C:6]=2[NH:5][C:4]([C:12]2[C:17](=[O:18])[N:16]([NH:19][CH:20]([CH2:35][CH3:36])[CH2:21][CH3:23])[C:15]3[CH:24]=[CH:25][S:26][C:14]=3[C:13]=2[OH:27])=[N:3]1, predict the reactants needed to synthesize it. The reactants are: [O:1]=[S:2]1(=[O:28])[C:7]2[CH:8]=[CH:9][CH:10]=[CH:11][C:6]=2[NH:5][C:4]([C:12]2[C:17](=[O:18])[N:16]([N:19]=[CH:20][CH:21]([CH3:23])C)[C:15]3[CH:24]=[CH:25][S:26][C:14]=3[C:13]=2[OH:27])=[N:3]1.CO.[BH4-].[Li+].Cl.O1CC[CH2:36][CH2:35]1.